This data is from Forward reaction prediction with 1.9M reactions from USPTO patents (1976-2016). The task is: Predict the product of the given reaction. (1) The product is: [Cl:18][C:19]1[C:24]([N:25]2[CH2:26][CH2:27][N:28]([C:14]([C:13]3[N:12]([CH3:17])[N:11]=[N:10][C:9]=3[C:4]3[CH:5]=[CH:6][CH:7]=[CH:8][C:3]=3[O:2][CH3:1])=[O:16])[CH2:29][CH2:30]2)=[CH:23][C:22]([NH:31][C:32](=[O:43])[C:33]2[CH:34]=[CH:35][C:36]([CH2:39][N:40]([CH3:42])[CH3:41])=[CH:37][CH:38]=2)=[C:21]([N+:44]([O-:46])=[O:45])[CH:20]=1. Given the reactants [CH3:1][O:2][C:3]1[CH:8]=[CH:7][CH:6]=[CH:5][C:4]=1[C:9]1[N:10]=[N:11][N:12]([CH3:17])[C:13]=1[C:14]([OH:16])=O.[Cl:18][C:19]1[C:24]([N:25]2[CH2:30][CH2:29][NH:28][CH2:27][CH2:26]2)=[CH:23][C:22]([NH:31][C:32](=[O:43])[C:33]2[CH:38]=[CH:37][C:36]([CH2:39][N:40]([CH3:42])[CH3:41])=[CH:35][CH:34]=2)=[C:21]([N+:44]([O-:46])=[O:45])[CH:20]=1.CN(C(ON1N=NC2C=CC=NC1=2)=[N+](C)C)C.F[P-](F)(F)(F)(F)F, predict the reaction product. (2) Given the reactants [C:1]([S:4][C:5]1[C:10]([CH2:11][CH2:12][C:13]([O:15]CC)=[O:14])=[CH:9][CH:8]=[CH:7][CH:6]=1)(=[O:3])[CH3:2].C([O-])(=O)C.[Na+], predict the reaction product. The product is: [C:1]([S:4][C:5]1[C:10]([CH2:11][CH2:12][C:13]([OH:15])=[O:14])=[CH:9][CH:8]=[CH:7][CH:6]=1)(=[O:3])[CH3:2]. (3) Given the reactants [CH3:1][N:2]1[C:6]2[C:7]([CH3:14])=[C:8]([C:11]([OH:13])=[O:12])[CH:9]=[CH:10][C:5]=2[S:4][C:3]1=[O:15].O[C:17]1[N:21]([CH:22]([CH3:24])[CH3:23])[N:20]=[CH:19][CH:18]=1.C(N=C=NCCCN(C)C)C, predict the reaction product. The product is: [CH3:1][N:2]1[C:6]2[C:7]([CH3:14])=[C:8]([C:11]([O:13][C:17]3[N:21]([CH:22]([CH3:24])[CH3:23])[N:20]=[CH:19][CH:18]=3)=[O:12])[CH:9]=[CH:10][C:5]=2[S:4][C:3]1=[O:15]. (4) Given the reactants [CH3:1][O:2][C:3]1[CH:8]=[CH:7][CH:6]=[CH:5][C:4]=1[N:9]1[C:13]([C:14]2[CH:22]=[CH:21][C:17]([C:18](Cl)=[O:19])=[CH:16][CH:15]=2)=[CH:12][C:11]([CH:23]2[CH2:28][C:27]([CH3:30])([CH3:29])[O:26][C:25]([CH3:32])([CH3:31])[CH2:24]2)=[N:10]1.[NH:33]1[CH2:38][CH2:37][O:36][CH2:35][CH2:34]1, predict the reaction product. The product is: [CH3:1][O:2][C:3]1[CH:8]=[CH:7][CH:6]=[CH:5][C:4]=1[N:9]1[C:13]([C:14]2[CH:22]=[CH:21][C:17]([C:18]([N:33]3[CH2:38][CH2:37][O:36][CH2:35][CH2:34]3)=[O:19])=[CH:16][CH:15]=2)=[CH:12][C:11]([CH:23]2[CH2:28][C:27]([CH3:30])([CH3:29])[O:26][C:25]([CH3:32])([CH3:31])[CH2:24]2)=[N:10]1. (5) Given the reactants [C:1]([C:5]1[O:9][N:8]=[C:7]([NH:10][C:11]([C@@H:13]2[CH2:18][CH2:17][CH2:16][CH2:15][NH:14]2)=[O:12])[CH:6]=1)([CH3:4])([CH3:3])[CH3:2].Cl.[Cl:20][C:21]1[CH:26]=[CH:25][C:24]([S:27](Cl)(=[O:29])=[O:28])=[CH:23][CH:22]=1.C(N(CC)C(C)C)(C)C, predict the reaction product. The product is: [C:1]([C:5]1[O:9][N:8]=[C:7]([NH:10][C:11]([C@@H:13]2[CH2:18][CH2:17][CH2:16][CH2:15][N:14]2[S:27]([C:24]2[CH:25]=[CH:26][C:21]([Cl:20])=[CH:22][CH:23]=2)(=[O:29])=[O:28])=[O:12])[CH:6]=1)([CH3:4])([CH3:2])[CH3:3]. (6) Given the reactants [OH:1][C:2]1[C:3]([C:8]([NH2:10])=[O:9])=[N:4][CH:5]=[CH:6][N:7]=1.[C:11](OC(=O)C)(=[O:13])[CH3:12], predict the reaction product. The product is: [C:11]([NH:10][C:8]([C:3]1[C:2]([OH:1])=[N:7][CH:6]=[CH:5][N:4]=1)=[O:9])(=[O:13])[CH3:12].